From a dataset of Forward reaction prediction with 1.9M reactions from USPTO patents (1976-2016). Predict the product of the given reaction. (1) Given the reactants F[C:2]1[N:7]=[C:6]([N:8]2[C:17]3[C:12](=[CH:13][CH:14]=[C:15]([C:18]4[CH:23]=[CH:22][CH:21]=[CH:20][CH:19]=4)[N:16]=3)[CH2:11][CH2:10][CH2:9]2)[CH:5]=[CH:4][N:3]=1.[CH3:24][N:25]([CH3:32])[CH2:26][C:27]([CH3:31])([CH3:30])[CH2:28][NH2:29], predict the reaction product. The product is: [CH3:24][N:25]([CH3:32])[CH2:26][C:27]([CH3:31])([CH3:30])[CH2:28][NH:29][C:2]1[N:7]=[C:6]([N:8]2[C:17]3[C:12](=[CH:13][CH:14]=[C:15]([C:18]4[CH:23]=[CH:22][CH:21]=[CH:20][CH:19]=4)[N:16]=3)[CH2:11][CH2:10][CH2:9]2)[CH:5]=[CH:4][N:3]=1. (2) Given the reactants [NH2:1][C:2]1[N:7]=[CH:6][C:5]([O:8][C:9]2[CH:10]=[C:11]([NH:15][C:16]([C:18]3[C:23]([CH3:24])=[CH:22][CH:21]=[CH:20][N:19]=3)=[O:17])[CH:12]=[CH:13][CH:14]=2)=[CH:4][CH:3]=1.[N:25]([C:28]([O:30][CH2:31][CH3:32])=[O:29])=[C:26]=[S:27], predict the reaction product. The product is: [CH3:24][C:23]1[C:18]([C:16]([NH:15][C:11]2[CH:10]=[C:9]([CH:14]=[CH:13][CH:12]=2)[O:8][C:5]2[CH:4]=[CH:3][C:2]([NH:1][C:26]([NH:25][C:28](=[O:29])[O:30][CH2:31][CH3:32])=[S:27])=[N:7][CH:6]=2)=[O:17])=[N:19][CH:20]=[CH:21][CH:22]=1. (3) The product is: [C:15]([O:12][C:9]1[CH:8]=[CH:7][C:6]([S:3]([C:2]([F:13])([F:1])[F:14])(=[O:4])=[O:5])=[CH:11][CH:10]=1)(=[O:17])[CH3:16]. Given the reactants [F:1][C:2]([F:14])([F:13])[S:3]([C:6]1[CH:11]=[CH:10][C:9]([OH:12])=[CH:8][CH:7]=1)(=[O:5])=[O:4].[C:15](OC(=O)C)(=[O:17])[CH3:16].N1C=CC=CC=1, predict the reaction product. (4) Given the reactants C[O:2][C:3](=[O:21])[CH2:4][CH2:5][CH2:6][CH2:7][C:8]1[O:12][C:11]([C:13]2[CH:18]=[CH:17][CH:16]=[CH:15][C:14]=2[O:19][CH3:20])=[N:10][CH:9]=1.C1COCC1.[OH-].[Na+], predict the reaction product. The product is: [CH3:20][O:19][C:14]1[CH:15]=[CH:16][CH:17]=[CH:18][C:13]=1[C:11]1[O:12][C:8]([CH2:7][CH2:6][CH2:5][CH2:4][C:3]([OH:21])=[O:2])=[CH:9][N:10]=1. (5) Given the reactants [N:1]1([CH2:5][C:6]2[CH:7]=[C:8]3[C:13](=[CH:14][CH:15]=2)[CH2:12][N:11](C(=O)C(F)(F)F)[CH2:10][CH2:9]3)[CH2:4][CH2:3][CH2:2]1.C([O-])([O-])=O.[K+].[K+].[ClH:28].C(OCC)C, predict the reaction product. The product is: [ClH:28].[ClH:28].[N:1]1([CH2:5][C:6]2[CH:7]=[C:8]3[C:13](=[CH:14][CH:15]=2)[CH2:12][NH:11][CH2:10][CH2:9]3)[CH2:4][CH2:3][CH2:2]1. (6) Given the reactants ClC1C=CC=C(C(OO)=[O:9])C=1.[N+:12]([C:15]1[C:16]([N:24]2[CH2:29][CH2:28][CH2:27][C@H:26]([NH:30][C:31](=[O:37])[O:32][C:33]([CH3:36])([CH3:35])[CH3:34])[CH2:25]2)=[C:17]2[CH2:23][CH2:22][CH2:21][C:18]2=[N:19][CH:20]=1)([O-:14])=[O:13].[O-]S([O-])(=S)=O.[Na+].[Na+].[OH-].[Na+], predict the reaction product. The product is: [N+:12]([C:15]1[C:16]([N:24]2[CH2:29][CH2:28][CH2:27][C@H:26]([NH:30][C:31](=[O:37])[O:32][C:33]([CH3:34])([CH3:36])[CH3:35])[CH2:25]2)=[C:17]2[CH2:23][CH2:22][CH2:21][C:18]2=[N+:19]([O-:9])[CH:20]=1)([O-:14])=[O:13]. (7) The product is: [CH3:43][N:38]([C:5]1[CH:4]=[CH:3][C:2]([CH3:1])=[CH:37][C:6]=1[CH2:7][N:8]1[C:12]2[N:13]=[C:14]([NH:17][C:18]3[CH:19]=[CH:20][C:21]([N:24]4[CH2:25][CH2:26][NH:27][CH2:28][CH2:29]4)=[CH:22][CH:23]=3)[N:15]=[CH:16][C:11]=2[CH:10]=[CH:9]1)[S:39]([CH3:42])(=[O:41])=[O:40]. Given the reactants [CH3:1][C:2]1[CH:3]=[CH:4][C:5]([N:38]([CH3:43])[S:39]([CH3:42])(=[O:41])=[O:40])=[C:6]([CH:37]=1)[CH2:7][N:8]1[C:12]2[N:13]=[C:14]([NH:17][C:18]3[CH:23]=[CH:22][C:21]([N:24]4[CH2:29][CH2:28][N:27](C(OC(C)(C)C)=O)[CH2:26][CH2:25]4)=[CH:20][CH:19]=3)[N:15]=[CH:16][C:11]=2[CH:10]=[CH:9]1.FC(F)(F)C(O)=O.CO.C(Cl)Cl.C([O-])(O)=O.[Na+], predict the reaction product. (8) Given the reactants [C:1]([CH2:3][N:4]1[CH2:8][C@@H:7]([C:9]2[CH:14]=[CH:13][C:12]([F:15])=[C:11]([F:16])[CH:10]=2)[C@H:6]([NH:17]C(=O)OC(C)(C)C)[CH2:5]1)#[N:2].[ClH:25], predict the reaction product. The product is: [ClH:25].[NH2:17][C@H:6]1[C@H:7]([C:9]2[CH:14]=[CH:13][C:12]([F:15])=[C:11]([F:16])[CH:10]=2)[CH2:8][N:4]([CH2:3][C:1]#[N:2])[CH2:5]1. (9) Given the reactants [NH:1]([C:23](OCC1C=CC=CC=1)=[O:24])[C@H:2]([C:10]([NH:12][CH2:13][CH2:14][NH:15][C:16]([O:18][C:19]([CH3:22])([CH3:21])[CH3:20])=[O:17])=[O:11])[CH2:3][C:4]1[CH:9]=[CH:8][CH:7]=[CH:6][CH:5]=1.[NH:33]([C:45]([O:47][CH2:48][C:49]1[CH:54]=[CH:53][CH:52]=[CH:51][CH:50]=1)=[O:46])[C@H:34](C(O)=O)[CH2:35][C:36]1[CH:41]=[CH:40][CH:39]=[CH:38][CH:37]=1.C1C=CC2N(O)N=NC=2C=1.CN1CCOCC1.C(Cl)CCl, predict the reaction product. The product is: [NH:33]([C:45]([O:47][CH2:48][C:49]1[CH:54]=[CH:53][CH:52]=[CH:51][CH:50]=1)=[O:46])[C@H:34]([C:23]([NH:1][C@H:2]([C:10]([NH:12][CH2:13][CH2:14][NH:15][C:16]([O:18][C:19]([CH3:20])([CH3:21])[CH3:22])=[O:17])=[O:11])[CH2:3][C:4]1[CH:5]=[CH:6][CH:7]=[CH:8][CH:9]=1)=[O:24])[CH2:35][C:36]1[CH:41]=[CH:40][CH:39]=[CH:38][CH:37]=1.